This data is from Forward reaction prediction with 1.9M reactions from USPTO patents (1976-2016). The task is: Predict the product of the given reaction. (1) The product is: [F:34][C:35]([F:46])([F:45])[C:36]([N:2]1[CH2:7][CH2:6][CH:5]([NH:8][C:9]([C:11]2[C:15]([NH:16][C:17](=[O:26])[C:18]3[C:23]([Cl:24])=[CH:22][CH:21]=[CH:20][C:19]=3[Cl:25])=[CH:14][NH:13][N:12]=2)=[O:10])[CH2:4][CH2:3]1)=[O:37]. Given the reactants Cl.[NH:2]1[CH2:7][CH2:6][CH:5]([NH:8][C:9]([C:11]2[C:15]([NH:16][C:17](=[O:26])[C:18]3[C:23]([Cl:24])=[CH:22][CH:21]=[CH:20][C:19]=3[Cl:25])=[CH:14][NH:13][N:12]=2)=[O:10])[CH2:4][CH2:3]1.C(N(CC)CC)C.[F:34][C:35]([F:46])([F:45])[C:36](O[C:36](=[O:37])[C:35]([F:46])([F:45])[F:34])=[O:37], predict the reaction product. (2) Given the reactants [CH3:1][C:2]1([CH3:18])[O:7][C:6]2[CH:8]=[CH:9][C:10]([C@H:12]3[O:16][C:15](=[O:17])[NH:14][CH2:13]3)=[CH:11][C:5]=2[CH2:4][O:3]1.[H-].[Na+].[CH3:21][SiH2:22][CH3:23].P([O-])([O-])([O-])=O.CN([CH:32]=[O:33])C, predict the reaction product. The product is: [Si:22]([O:3][CH2:2][CH2:1][O:33][CH2:32][CH2:8][CH2:9][CH2:10][CH2:12][CH2:13][N:14]1[CH2:13][C@@H:12]([C:10]2[CH:9]=[CH:8][C:6]3[O:7][C:2]([CH3:18])([CH3:1])[O:3][CH2:4][C:5]=3[CH:11]=2)[O:16][C:15]1=[O:17])([C:5]([CH3:6])([CH3:4])[CH3:11])([CH3:23])[CH3:21].